This data is from Full USPTO retrosynthesis dataset with 1.9M reactions from patents (1976-2016). The task is: Predict the reactants needed to synthesize the given product. (1) Given the product [CH3:21][S:22]([OH:25])(=[O:24])=[O:23].[CH3:1][C:2]1[C:3]([C:17]([O:19][CH3:20])=[O:18])=[C:4]2[N:9]([C:10]=1[C:11]1[CH:12]=[N:13][CH:14]=[CH:15][CH:16]=1)[CH:8]=[CH:7][CH:6]=[CH:5]2, predict the reactants needed to synthesize it. The reactants are: [CH3:1][C:2]1[C:3]([C:17]([O:19][CH3:20])=[O:18])=[C:4]2[N:9]([C:10]=1[C:11]1[CH:12]=[N:13][CH:14]=[CH:15][CH:16]=1)[CH:8]=[CH:7][CH:6]=[CH:5]2.[CH3:21][S:22]([OH:25])(=[O:24])=[O:23]. (2) Given the product [CH3:19][N:20]1[C:28]2[C:23](=[CH:24][CH:25]=[CH:26][CH:27]=2)[C:22]([CH2:29][C@H:30]2[CH2:31][O:32][C:9]([CH2:8][CH2:7][C:1]3[CH:6]=[CH:5][CH:4]=[CH:3][CH:2]=3)=[N:33]2)=[CH:21]1, predict the reactants needed to synthesize it. The reactants are: [C:1]1([CH2:7][CH2:8][C:9](OCC2C=CC=CC=2)=O)[CH:6]=[CH:5][CH:4]=[CH:3][CH:2]=1.[CH3:19][N:20]1[C:28]2[C:23](=[CH:24][CH:25]=[CH:26][CH:27]=2)[C:22]([CH2:29][C@H:30]([NH2:33])[CH2:31][OH:32])=[CH:21]1. (3) The reactants are: [CH2:1]([Si:3](Cl)([CH2:6][CH3:7])[CH2:4][CH3:5])[CH3:2].[Br:9][CH2:10][C@@H:11]([C:13]1[CH:24]=[CH:23][C:16]2[O:17][C:18]([CH3:22])([CH3:21])[O:19][CH2:20][C:15]=2[CH:14]=1)[OH:12].N1C=CN=C1. Given the product [Br:9][CH2:10][C@H:11]([O:12][Si:3]([CH2:6][CH3:7])([CH2:4][CH3:5])[CH2:1][CH3:2])[C:13]1[CH:24]=[CH:23][C:16]2[O:17][C:18]([CH3:22])([CH3:21])[O:19][CH2:20][C:15]=2[CH:14]=1, predict the reactants needed to synthesize it.